This data is from Reaction yield outcomes from USPTO patents with 853,638 reactions. The task is: Predict the reaction yield, written as a fraction of the theoretical maximum amount of product (1.0 means a 100% yield; for example, 0.34 means a 34% yield). (1) The reactants are [I-].[CH3:2][O:3][C:4]1[CH:13]=[C:12]2[C:7]([CH:8]=[CH:9][CH:10]=[N+:11]2[CH2:14][CH:15]=[CH2:16])=[CH:6][CH:5]=1.[OH-].[K+].[O:19]1CCOCC1. The catalyst is O.CCOC(C)=O. The product is [CH3:2][O:3][C:4]1[CH:13]=[C:12]2[C:7]([CH:8]=[CH:9][C:10](=[O:19])[N:11]2[CH2:14][CH:15]=[CH2:16])=[CH:6][CH:5]=1. The yield is 0.510. (2) The reactants are C([O:3][C:4]([C:6]1[C:7]([CH2:24][CH3:25])=[N:8][C:9]([NH:13][CH2:14][CH2:15][CH2:16][C:17]2[CH:22]=[CH:21][CH:20]=[C:19]([OH:23])[CH:18]=2)=[N:10][C:11]=1[CH3:12])=[O:5])C.O[Li].O. The catalyst is O1CCOCC1.O. The product is [CH2:24]([C:7]1[C:6]([C:4]([OH:5])=[O:3])=[C:11]([CH3:12])[N:10]=[C:9]([NH:13][CH2:14][CH2:15][CH2:16][C:17]2[CH:22]=[CH:21][CH:20]=[C:19]([OH:23])[CH:18]=2)[N:8]=1)[CH3:25]. The yield is 0.980. (3) The reactants are FC(F)(F)C(O)=O.[I:8][C:9]1[CH:10]=[C:11]([C:15]2[N:19]=[C:18]([CH:20]3[CH2:25][O:24][CH2:23][CH2:22][N:21]3C(OC(C)(C)C)=O)[O:17][N:16]=2)[CH:12]=[CH:13][CH:14]=1. The catalyst is ClCCl. The product is [NH3:16].[I:8][C:9]1[CH:10]=[C:11]([C:15]2[N:19]=[C:18]([CH:20]3[CH2:25][O:24][CH2:23][CH2:22][NH:21]3)[O:17][N:16]=2)[CH:12]=[CH:13][CH:14]=1. The yield is 0.0500. (4) The reactants are [CH3:1][C:2]1[C:3]2[N:4]([N:9]=[C:10]([C:12]3[C:13](=[O:28])[O:14][C:15]4[C:20]([CH:21]=3)=[CH:19][CH:18]=[C:17]([CH:22]3[CH2:27][CH2:26][NH:25][CH2:24][CH2:23]3)[CH:16]=4)[CH:11]=2)[CH:5]=[C:6]([CH3:8])[N:7]=1.[CH:29](=O)[CH3:30].[BH-](OC(C)=O)(OC(C)=O)OC(C)=O.[Na+]. The catalyst is C(O)(C)C. The product is [CH3:1][C:2]1[C:3]2[N:4]([N:9]=[C:10]([C:12]3[C:13](=[O:28])[O:14][C:15]4[C:20]([CH:21]=3)=[CH:19][CH:18]=[C:17]([CH:22]3[CH2:23][CH2:24][N:25]([CH2:29][CH3:30])[CH2:26][CH2:27]3)[CH:16]=4)[CH:11]=2)[CH:5]=[C:6]([CH3:8])[N:7]=1. The yield is 0.900. (5) The reactants are [Br:1][C:2]1[CH:3]=[C:4]2[NH:10][CH:9]=[CH:8][C:5]2=[N:6][CH:7]=1.[H-].[Na+].Cl[CH2:14][O:15][CH2:16][CH2:17][Si:18]([CH3:21])([CH3:20])[CH3:19].CCOC(C)=O. The catalyst is CN(C=O)C.[Cl-].[Na+].O. The product is [Br:1][C:2]1[CH:3]=[C:4]2[N:10]([CH2:14][O:15][CH2:16][CH2:17][Si:18]([CH3:21])([CH3:20])[CH3:19])[CH:9]=[CH:8][C:5]2=[N:6][CH:7]=1. The yield is 0.670. (6) The reactants are N[C:2]1[N:11]=[CH:10][C:9]2[CH2:8][CH2:7][C:6]3[C:12]([C:16]([NH:18][C@@H:19]([C:27]4[CH:32]=[CH:31][CH:30]=[CH:29][CH:28]=4)[CH2:20][N:21]4[CH2:26][CH2:25][O:24][CH2:23][CH2:22]4)=[O:17])=[N:13][N:14]([CH3:15])[C:5]=3[C:4]=2[N:3]=1.[I-:33].[Cs+].II.N(OCCC(C)C)=O. The catalyst is C(COC)OC.[Cu](I)I. The product is [I:33][C:2]1[N:11]=[CH:10][C:9]2[CH2:8][CH2:7][C:6]3[C:12]([C:16]([NH:18][C@@H:19]([C:27]4[CH:32]=[CH:31][CH:30]=[CH:29][CH:28]=4)[CH2:20][N:21]4[CH2:22][CH2:23][O:24][CH2:25][CH2:26]4)=[O:17])=[N:13][N:14]([CH3:15])[C:5]=3[C:4]=2[N:3]=1. The yield is 0.400. (7) The reactants are C(N(CC)CC)C.[CH3:8][C:9]1[N:10]([CH2:20][CH2:21][OH:22])[CH:11]=[C:12]([C:14]2[CH:19]=[CH:18][CH:17]=[CH:16][CH:15]=2)[CH:13]=1.[C:23]1([CH3:33])[CH:28]=[CH:27][C:26]([S:29](Cl)(=[O:31])=[O:30])=[CH:25][CH:24]=1. The catalyst is ClCCl.O. The product is [CH3:33][C:23]1[CH:28]=[CH:27][C:26]([S:29]([O:22][CH2:21][CH2:20][N:10]2[CH:11]=[C:12]([C:14]3[CH:19]=[CH:18][CH:17]=[CH:16][CH:15]=3)[CH:13]=[C:9]2[CH3:8])(=[O:31])=[O:30])=[CH:25][CH:24]=1. The yield is 0.440. (8) The reactants are [Br:1][C:2]1[CH:14]=[CH:13][C:12]2[C:11]3[C:6](=[CH:7][C:8]([Br:15])=[CH:9][CH:10]=3)[CH:5]([CH3:16])[C:4]=2[CH:3]=1.[OH-].[K+].O.Br[CH2:21][CH2:22][CH2:23][CH2:24][N:25]1[C:29](=[O:30])[C:28]2=[CH:31][CH:32]=[CH:33][CH:34]=[C:27]2[C:26]1=[O:35]. The catalyst is CS(C)=O.ClCCl. The product is [Br:1][C:2]1[CH:14]=[CH:13][C:12]2[C:11]3[C:6](=[CH:7][C:8]([Br:15])=[CH:9][CH:10]=3)[C:5]([CH2:21][CH2:22][CH2:23][CH2:24][N:25]3[C:29](=[O:30])[C:28]4[C:27](=[CH:34][CH:33]=[CH:32][CH:31]=4)[C:26]3=[O:35])([CH3:16])[C:4]=2[CH:3]=1. The yield is 0.200. (9) The reactants are [CH2:1]([C:7]1[CH:12]=[CH:11][C:10]([C:13]2[CH:18]=[CH:17][C:16]([CH2:19][O:20][C:21]([C:34]3[CH:39]=[CH:38][CH:37]=[CH:36][CH:35]=3)([C:28]3[CH:33]=[CH:32][CH:31]=[CH:30][CH:29]=3)[C:22]3[CH:27]=[CH:26][CH:25]=[CH:24][CH:23]=3)=[CH:15][C:14]=2[N+:40]([O-])=O)=[CH:9][CH:8]=1)[CH2:2][CH2:3][CH2:4][CH2:5][CH3:6]. The catalyst is C(OP(OCC)OCC)C. The product is [CH2:1]([C:7]1[CH:12]=[CH:11][C:10]2[C:13]3[C:14](=[CH:15][C:16]([CH2:19][O:20][C:21]([C:34]4[CH:39]=[CH:38][CH:37]=[CH:36][CH:35]=4)([C:28]4[CH:33]=[CH:32][CH:31]=[CH:30][CH:29]=4)[C:22]4[CH:27]=[CH:26][CH:25]=[CH:24][CH:23]=4)=[CH:17][CH:18]=3)[NH:40][C:9]=2[CH:8]=1)[CH2:2][CH2:3][CH2:4][CH2:5][CH3:6]. The yield is 0.670.